Dataset: Forward reaction prediction with 1.9M reactions from USPTO patents (1976-2016). Task: Predict the product of the given reaction. Given the reactants [Cl:1][C:2]1[CH:3]=[C:4]([C:10]2[CH:11]=[C:12]3[C:17](=[CH:18][CH:19]=2)[N:16]=[CH:15][C:14]([C:20]([CH:22]2[CH2:24][CH2:23]2)=[O:21])=[C:13]3[NH:25][C@H:26]2[CH2:31][CH2:30][C@H:29]([NH:32]C(=O)OC(C)(C)C)[CH2:28][CH2:27]2)[CH:5]=[C:6]([F:9])[C:7]=1[OH:8].C(O)(C(F)(F)F)=O, predict the reaction product. The product is: [NH2:32][C@H:29]1[CH2:30][CH2:31][C@H:26]([NH:25][C:13]2[C:12]3[C:17](=[CH:18][CH:19]=[C:10]([C:4]4[CH:5]=[C:6]([F:9])[C:7]([OH:8])=[C:2]([Cl:1])[CH:3]=4)[CH:11]=3)[N:16]=[CH:15][C:14]=2[C:20]([CH:22]2[CH2:23][CH2:24]2)=[O:21])[CH2:27][CH2:28]1.